Dataset: Reaction yield outcomes from USPTO patents with 853,638 reactions. Task: Predict the reaction yield, written as a fraction of the theoretical maximum amount of product (1.0 means a 100% yield; for example, 0.34 means a 34% yield). The reactants are [C:1]([O:5][C:6]([N:8]1[CH2:13][CH2:12][N:11]([C:14]2[C:19]([N+:20]([O-])=O)=[CH:18][CH:17]=[CH:16][N:15]=2)[CH2:10][CH2:9]1)=[O:7])([CH3:4])([CH3:3])[CH3:2].[H][H]. The catalyst is [Pd].C(O)C. The product is [C:1]([O:5][C:6]([N:8]1[CH2:13][CH2:12][N:11]([C:14]2[C:19]([NH2:20])=[CH:18][CH:17]=[CH:16][N:15]=2)[CH2:10][CH2:9]1)=[O:7])([CH3:4])([CH3:2])[CH3:3]. The yield is 0.690.